Dataset: Retrosynthesis with 50K atom-mapped reactions and 10 reaction types from USPTO. Task: Predict the reactants needed to synthesize the given product. (1) Given the product O=Cc1ccc(C#Cc2cc3ccccc3s2)s1, predict the reactants needed to synthesize it. The reactants are: C(#Cc1cc2ccccc2s1)c1cccs1.CN(C)C=O. (2) Given the product COC(=O)c1ccc2[nH]cc(CCCCN3CCN(c4ccc5c(c4)OCCO5)CC3)c2c1, predict the reactants needed to synthesize it. The reactants are: COC(=O)c1ccc2[nH]cc(CCCCCl)c2c1.c1cc2c(cc1N1CCNCC1)OCCO2. (3) Given the product CCOC(=O)C1=Cc2cc(OC)cc(OC)c2OC1C(F)(F)F, predict the reactants needed to synthesize it. The reactants are: CCOC(=O)C1=Cc2cc(O)cc(OC)c2OC1C(F)(F)F.CI. (4) Given the product COC(=O)N1CC(c2nc(C)c(-c3cc(C(=O)N4CC(c5ccc(C#N)cc5)C4)ccc3C)[nH]2)C1, predict the reactants needed to synthesize it. The reactants are: COC(=O)Cl.Cc1ccc(C(=O)N2CC(c3ccc(C#N)cc3)C2)cc1-c1[nH]c(C2CNC2)nc1C. (5) The reactants are: COC(=O)[C@@H]1C[C@@H](O)CN1C(=O)OC(C)(C)C. Given the product COC(=O)[C@@H]1CC(=O)CN1C(=O)OC(C)(C)C, predict the reactants needed to synthesize it.